Dataset: Full USPTO retrosynthesis dataset with 1.9M reactions from patents (1976-2016). Task: Predict the reactants needed to synthesize the given product. (1) Given the product [C:1]([C@H:3]1[O:4][C@@H:5]([N:13]2[CH:21]=[N:20][C:19]3[C:14]2=[N:15][CH:16]=[N:17][C:18]=3[NH:13][CH:5]2[CH2:6][CH2:10][CH2:29][CH:28]2[OH:31])[C@H:6]([OH:7])[C@@H:10]1[OH:9])#[CH:2], predict the reactants needed to synthesize it. The reactants are: [C:1]([C@@H:3]1[C@@H:10]2[C@@H:6]([O:7]C(C)(C)[O:9]2)[C@H:5]([N:13]2[CH:21]=[N:20][C:19]3[C:14]2=[N:15][CH:16]=[N:17][C:18]=3C2CCCC2O)[O:4]1)#[CH:2].[C:28]([OH:31])(=O)[CH3:29].O. (2) Given the product [ClH:26].[F:18][C:15]([F:17])([CH3:16])[CH2:14][NH:7][C:8]1[CH:13]=[CH:12][CH:11]=[CH:10][N:9]=1, predict the reactants needed to synthesize it. The reactants are: C(OC(=O)[N:7]([CH2:14][C:15]([F:18])([F:17])[CH3:16])[C:8]1[CH:13]=[CH:12][CH:11]=[CH:10][N:9]=1)(C)(C)C.C(OC(=O)C)C.[ClH:26]. (3) Given the product [CH3:1][N:2]1[C:6]([C:7]2[CH:8]=[C:9]([NH:13][C:14]3[N:19]4[CH:20]=[CH:21][CH:22]=[CH:23][C:18]4=[CH:17][N:16]=3)[CH:10]=[CH:11][CH:12]=2)=[CH:5][N:4]=[C:3]1[CH3:24], predict the reactants needed to synthesize it. The reactants are: [CH3:1][N:2]1[C:6]([C:7]2[CH:8]=[C:9]([NH:13][C:14]([NH:16][CH2:17][C:18]3[CH:23]=[CH:22][CH:21]=[CH:20][N:19]=3)=S)[CH:10]=[CH:11][CH:12]=2)=[CH:5][N:4]=[C:3]1[CH3:24].Cl.C(N=C=NCCCN(C)C)C. (4) Given the product [CH3:18][C:17]([N:2]1[CH2:7][CH2:6][CH2:5][CH2:4][CH2:3]1)([CH3:21])[C:22]#[N:23], predict the reactants needed to synthesize it. The reactants are: Cl.[NH:2]1[CH2:7][CH2:6][CH2:5][CH2:4][CH2:3]1.CC(C)=O.[C-]#N.[K+].CN(C)[C:17]1([C:22]#[N:23])[CH2:21]CC[CH2:18]1.